From a dataset of Reaction yield outcomes from USPTO patents with 853,638 reactions. Predict the reaction yield, written as a fraction of the theoretical maximum amount of product (1.0 means a 100% yield; for example, 0.34 means a 34% yield). (1) The yield is 0.500. The catalyst is C(Cl)Cl.C1(C)C=CC=CC=1. The reactants are C(OC([NH:8][C:9]1[CH:50]=[CH:49][C:12]([C:13]([N:15]([CH2:41][C:42]([O:44][C:45]([CH3:48])([CH3:47])[CH3:46])=[O:43])[CH2:16][C:17]2[CH:22]=[CH:21][C:20]([C:23]3[O:27][N:26]=[C:25]([C:28]4[CH:33]=[CH:32][C:31]([C:34]5[CH:39]=[CH:38][C:37]([CH3:40])=[CH:36][CH:35]=5)=[CH:30][CH:29]=4)[N:24]=3)=[CH:19][CH:18]=2)=[O:14])=[CH:11][CH:10]=1)=O)(C)(C)C.C(O)(C(F)(F)F)=O. The product is [NH2:8][C:9]1[CH:50]=[CH:49][C:12]([C:13]([N:15]([CH2:41][C:42]([O:44][C:45]([CH3:46])([CH3:47])[CH3:48])=[O:43])[CH2:16][C:17]2[CH:18]=[CH:19][C:20]([C:23]3[O:27][N:26]=[C:25]([C:28]4[CH:33]=[CH:32][C:31]([C:34]5[CH:39]=[CH:38][C:37]([CH3:40])=[CH:36][CH:35]=5)=[CH:30][CH:29]=4)[N:24]=3)=[CH:21][CH:22]=2)=[O:14])=[CH:11][CH:10]=1. (2) The reactants are [Cl:1][C:2]1[CH:3]=[C:4]([CH:17]=[C:18]([Cl:20])[CH:19]=1)[CH2:5][N:6]1[CH2:11][CH2:10][CH:9]([C:12](OC)=[O:13])[CH2:8][C:7]1=[O:16].[BH4-].[Na+]. The catalyst is C1COCC1.CO. The product is [Cl:1][C:2]1[CH:3]=[C:4]([CH:17]=[C:18]([Cl:20])[CH:19]=1)[CH2:5][N:6]1[CH2:11][CH2:10][CH:9]([CH2:12][OH:13])[CH2:8][C:7]1=[O:16]. The yield is 0.380.